The task is: Predict the product of the given reaction.. This data is from Forward reaction prediction with 1.9M reactions from USPTO patents (1976-2016). (1) Given the reactants [F:1][C:2]1([F:13])[C:8]([CH3:10])([CH3:9])[O:7][CH2:6][C:5](=[O:11])[NH:4][CH:3]1[CH3:12].[F:14][C:15]1[CH:21]=[CH:20][C:18]([NH2:19])=[CH:17][CH:16]=1, predict the reaction product. The product is: [F:13][C:2]1([F:1])[C:8]([CH3:9])([CH3:10])[O:7][CH2:6][C:5](=[O:11])[NH:4][C@@:3]1([C:16]1[CH:17]=[C:18]([NH:19][C:18]2[CH:20]=[CH:21][C:15]([F:14])=[CH:16][CH:17]=2)[CH:20]=[CH:21][C:15]=1[F:14])[CH3:12]. (2) The product is: [F:1][C:2]1[CH:7]=[C:6]([I:8])[CH:5]=[CH:4][C:3]=1[NH:9][C:10]1[CH:18]=[N:17][CH:16]=[CH:15][C:11]=1[C:12]([NH:31][NH:30][C:28]([C:21]1[C:22]2[C:27](=[CH:26][CH:25]=[CH:24][CH:23]=2)[NH:19][N:20]=1)=[O:29])=[O:14]. Given the reactants [F:1][C:2]1[CH:7]=[C:6]([I:8])[CH:5]=[CH:4][C:3]=1[NH:9][C:10]1[CH:18]=[N:17][CH:16]=[CH:15][C:11]=1[C:12]([OH:14])=O.[NH:19]1[C:27]2[C:22](=[CH:23][CH:24]=[CH:25][CH:26]=2)[C:21]([C:28]([NH:30][NH2:31])=[O:29])=[N:20]1, predict the reaction product. (3) Given the reactants [Cl:1][C:2]1[CH:7]=[CH:6][C:5](B(O)O)=[CH:4][CH:3]=1.C(O[I:15](OC(=O)C)[C:16]1[C:21]([CH3:22])=[CH:20][C:19]([CH3:23])=[CH:18][C:17]=1[CH3:24])(=O)C.[F:29][B-:30]([F:33])([F:32])[F:31].C1([I+]C2C=CC=CC=2)C=CC=CC=1.F[B-](F)(F)F.[Na+], predict the reaction product. The product is: [F:29][B-:30]([F:33])([F:32])[F:31].[Cl:1][C:2]1[CH:7]=[CH:6][C:5]([I+:15][C:16]2[C:21]([CH3:22])=[CH:20][C:19]([CH3:23])=[CH:18][C:17]=2[CH3:24])=[CH:4][CH:3]=1. (4) Given the reactants [CH3:1][C:2]1[CH:3]=[C:4]([C:12](=O)[CH2:13][C:14](=O)[C:15]([F:18])([F:17])[F:16])[CH:5]=[CH:6][C:7]=1[C:8]([F:11])([F:10])[F:9].[NH2:21][C:22]1[C:26]([C:27]2[CH:28]=[N:29][CH:30]=[CH:31][CH:32]=2)=[CH:25][NH:24][N:23]=1, predict the reaction product. The product is: [CH3:1][C:2]1[CH:3]=[C:4]([C:12]2[CH:13]=[C:14]([C:15]([F:18])([F:17])[F:16])[N:23]3[N:24]=[CH:25][C:26]([C:27]4[CH:28]=[N:29][CH:30]=[CH:31][CH:32]=4)=[C:22]3[N:21]=2)[CH:5]=[CH:6][C:7]=1[C:8]([F:11])([F:10])[F:9]. (5) Given the reactants [CH3:1][C:2]([N:10]1[CH:14]=[C:13]([NH:15][C:16](=[O:22])[CH:17]([NH2:21])[CH2:18][CH2:19][CH3:20])[N:12]=[CH:11]1)([CH3:9])[CH2:3][N:4]1[CH2:8][CH2:7][CH2:6][CH2:5]1.[Br:23][C:24]1[CH:25]=[C:26]2[C:31](=[CH:32][CH:33]=1)[CH2:30][C:29](=O)[CH2:28][CH2:27]2, predict the reaction product. The product is: [CH3:1][C:2]([N:10]1[CH:14]=[C:13]([NH:15][C:16](=[O:22])[CH:17]([NH:21][CH:29]2[CH2:28][CH2:27][C:26]3[C:31](=[CH:32][CH:33]=[C:24]([Br:23])[CH:25]=3)[CH2:30]2)[CH2:18][CH2:19][CH3:20])[N:12]=[CH:11]1)([CH3:9])[CH2:3][N:4]1[CH2:8][CH2:7][CH2:6][CH2:5]1. (6) Given the reactants [OH:1][N:2]=[C:3](Cl)[C:4]1[CH:9]=[CH:8][CH:7]=[CH:6][C:5]=1[C:10]([F:13])([F:12])[F:11].[CH3:15][O:16][C:17](=[O:21])[CH2:18][C:19]#[N:20].C[O-].[Na+], predict the reaction product. The product is: [CH3:15][O:16][C:17]([C:18]1[C:3]([C:4]2[CH:9]=[CH:8][CH:7]=[CH:6][C:5]=2[C:10]([F:13])([F:12])[F:11])=[N:2][O:1][C:19]=1[NH2:20])=[O:21]. (7) Given the reactants [CH3:1][C:2]([O:4][C:5]1[CH:6]=[CH:7][C:8]2[CH:14]3[CH2:15][CH2:16][C@:17]4([CH3:23])[C:21](=[O:22])[CH2:20][CH2:19][CH:18]4[CH:13]3[CH2:12][CH2:11][C:9]=2[CH:10]=1)=[O:3].C(C1C=C(C)C=C(C(C)(C)C)N=1)(C)(C)C.[F:39][C:40]([F:53])([F:52])[S:41](O[S:41]([C:40]([F:53])([F:52])[F:39])(=[O:43])=[O:42])(=[O:43])=[O:42].C(=O)([O-])O.[Na+], predict the reaction product. The product is: [C:2]([O:4][C:5]1[CH:6]=[CH:7][C:8]2[C@@H:14]3[C@H:13]([C@H:18]4[C@@:17]([CH2:16][CH2:15]3)([CH3:23])[C:21]([O:22][S:41]([C:40]([F:53])([F:52])[F:39])(=[O:43])=[O:42])=[CH:20][CH2:19]4)[CH2:12][CH2:11][C:9]=2[CH:10]=1)(=[O:3])[CH3:1]. (8) Given the reactants Cl[C:2]1[CH:7]=[CH:6][C:5]([N+:8]([O-:10])=[O:9])=[CH:4][N:3]=1.CN(C=O)C.[H-].[Na+].[CH:18]([OH:21])([CH3:20])[CH3:19], predict the reaction product. The product is: [CH:18]([O:21][C:2]1[CH:7]=[CH:6][C:5]([N+:8]([O-:10])=[O:9])=[CH:4][N:3]=1)([CH3:20])[CH3:19]. (9) Given the reactants Br[C:2]1[CH:3]=[N:4][CH:5]=[C:6]([N:8]2[CH2:17][C@H:16]3[N:12]([CH2:13][CH2:14][CH2:15]3)[C:11]3[N:18]=[C:19]([NH:22][CH2:23][CH3:24])[N:20]=[CH:21][C:10]=3[C:9]2=[O:25])[CH:7]=1.[N:26]1[CH:31]=[CH:30][C:29](B(O)O)=[CH:28][CH:27]=1.C(=O)([O-])[O-].[Na+].[Na+].C(OCC)(=O)C, predict the reaction product. The product is: [CH2:23]([NH:22][C:19]1[N:20]=[CH:21][C:10]2[C:9](=[O:25])[N:8]([C:6]3[CH:7]=[C:2]([C:29]4[CH:30]=[CH:31][N:26]=[CH:27][CH:28]=4)[CH:3]=[N:4][CH:5]=3)[CH2:17][C@H:16]3[N:12]([CH2:13][CH2:14][CH2:15]3)[C:11]=2[N:18]=1)[CH3:24]. (10) Given the reactants C(C1C(=O)C(Cl)=C(Cl)C(=O)C=1C#N)#N.[CH2:15]([O:22][C:23](=[O:79])[N:24]([CH2:72][C:73]1[CH:78]=[CH:77][CH:76]=[CH:75][CH:74]=1)[CH2:25][CH2:26][CH2:27][CH2:28][CH2:29][O:30][C@H:31]1[C@H:36]([O:37][CH2:38][C:39]2[CH:44]=[CH:43][CH:42]=[CH:41][CH:40]=2)[C@@H:35]([O:45]CC2C=CC(OC)=CC=2)[C@@H:34]([O:55][CH2:56][C:57]2[CH:62]=[CH:61][CH:60]=[CH:59][CH:58]=2)[C@@H:33]([CH2:63][O:64][CH2:65][C:66]2[CH:71]=[CH:70][CH:69]=[CH:68][CH:67]=2)[O:32]1)[C:16]1[CH:21]=[CH:20][CH:19]=[CH:18][CH:17]=1, predict the reaction product. The product is: [CH2:15]([O:22][C:23](=[O:79])[N:24]([CH2:72][C:73]1[CH:78]=[CH:77][CH:76]=[CH:75][CH:74]=1)[CH2:25][CH2:26][CH2:27][CH2:28][CH2:29][O:30][C@H:31]1[C@H:36]([O:37][CH2:38][C:39]2[CH:44]=[CH:43][CH:42]=[CH:41][CH:40]=2)[C@@H:35]([OH:45])[C@@H:34]([O:55][CH2:56][C:57]2[CH:58]=[CH:59][CH:60]=[CH:61][CH:62]=2)[C@@H:33]([CH2:63][O:64][CH2:65][C:66]2[CH:71]=[CH:70][CH:69]=[CH:68][CH:67]=2)[O:32]1)[C:16]1[CH:21]=[CH:20][CH:19]=[CH:18][CH:17]=1.